From a dataset of Full USPTO retrosynthesis dataset with 1.9M reactions from patents (1976-2016). Predict the reactants needed to synthesize the given product. (1) Given the product [Cl:19][C:15]1[CH:14]=[C:13]([C:7]2[C:8]3[N:12]=[C:20]([CH3:21])[O:11][C:9]=3[CH:10]=[C:5]([C:3]([O:2][CH3:1])=[O:4])[CH:6]=2)[CH:18]=[CH:17][CH:16]=1, predict the reactants needed to synthesize it. The reactants are: [CH3:1][O:2][C:3]([C:5]1[CH:6]=[C:7]([C:13]2[CH:18]=[CH:17][CH:16]=[C:15]([Cl:19])[CH:14]=2)[C:8]([NH2:12])=[C:9]([OH:11])[CH:10]=1)=[O:4].[CH3:20][CH2:21]OCC.CS(C)=O. (2) The reactants are: [S:1]1[CH:5]=[CH:4][C:3]([C:6](=O)[CH2:7][CH3:8])=[CH:2]1.[Cl:10][CH2:11][CH2:12][O:13][C:14]1[CH:19]=[CH:18][C:17]([C:20]([C:22]2[CH:27]=[CH:26][C:25]([OH:28])=[CH:24][CH:23]=2)=O)=[CH:16][CH:15]=1. Given the product [Cl:10][CH2:11][CH2:12][O:13][C:14]1[CH:19]=[CH:18][C:17]([C:20]([C:22]2[CH:27]=[CH:26][C:25]([OH:28])=[CH:24][CH:23]=2)=[C:6]([C:3]2[CH:4]=[CH:5][S:1][CH:2]=2)[CH2:7][CH3:8])=[CH:16][CH:15]=1, predict the reactants needed to synthesize it.